This data is from Reaction yield outcomes from USPTO patents with 853,638 reactions. The task is: Predict the reaction yield, written as a fraction of the theoretical maximum amount of product (1.0 means a 100% yield; for example, 0.34 means a 34% yield). (1) The reactants are [CH2:1]([O:3][C:4](=[O:26])[C:5]([CH3:25])([CH3:24])[CH2:6][CH2:7][CH2:8][CH2:9][C:10](=[CH2:23])[CH2:11][CH2:12][CH2:13][CH2:14][C:15]([CH3:22])([CH3:21])[C:16]([O:18][CH2:19][CH3:20])=[O:17])[CH3:2].B.CSC.[OH:31]O.[OH-].[Na+]. The catalyst is C1COCC1. The product is [CH2:1]([O:3][C:4](=[O:26])[C:5]([CH3:24])([CH3:25])[CH2:6][CH2:7][CH2:8][CH2:9][CH:10]([CH2:23][OH:31])[CH2:11][CH2:12][CH2:13][CH2:14][C:15]([CH3:22])([CH3:21])[C:16]([O:18][CH2:19][CH3:20])=[O:17])[CH3:2]. The yield is 0.770. (2) The reactants are [O-]P([O-])([O-])=O.[K+].[K+].[K+].[N+:9]([C:12]1[CH:17]=[CH:16][CH:15]=[CH:14][C:13]=1Cl)([O-:11])=[O:10].[CH3:19][O:20][C:21]1[CH:26]=[CH:25][C:24]([NH2:27])=[CH:23][CH:22]=1. The catalyst is COCCOC.CCOCC.CCCCCCCCCCCC.C1C=CC(/C=C/C(/C=C/C2C=CC=CC=2)=O)=CC=1.C1C=CC(/C=C/C(/C=C/C2C=CC=CC=2)=O)=CC=1.[Pd].CC([O-])(C)C.[Na+]. The product is [N+:9]([C:12]1[CH:17]=[CH:16][CH:15]=[CH:14][C:13]=1[NH:27][C:24]1[CH:25]=[CH:26][C:21]([O:20][CH3:19])=[CH:22][CH:23]=1)([O-:11])=[O:10]. The yield is 0.960.